From a dataset of Forward reaction prediction with 1.9M reactions from USPTO patents (1976-2016). Predict the product of the given reaction. Given the reactants CO[C:3](=O)[NH:4][C:5]1[CH:27]=[CH:26][C:8]2[N:9]([CH2:22][CH:23]3[CH2:25][CH2:24]3)[C:10]([CH2:12][C:13]3[CH:18]=[CH:17][C:16]([O:19][CH2:20][CH3:21])=[CH:15][CH:14]=3)=[N:11][C:7]=2[CH:6]=1.[AlH3].OS(O)(=O)=O.[H-].[H-].[H-].[H-].[Li+].[Al+3].C1COCC1, predict the reaction product. The product is: [CH:23]1([CH2:22][N:9]2[C:8]3[CH:26]=[CH:27][C:5]([NH:4][CH3:3])=[CH:6][C:7]=3[N:11]=[C:10]2[CH2:12][C:13]2[CH:14]=[CH:15][C:16]([O:19][CH2:20][CH3:21])=[CH:17][CH:18]=2)[CH2:25][CH2:24]1.